The task is: Predict which catalyst facilitates the given reaction.. This data is from Catalyst prediction with 721,799 reactions and 888 catalyst types from USPTO. (1) Reactant: [NH2:1][C:2]1[N:10]=[CH:9][N:8]=[C:7]2[C:3]=1[N:4]=[CH:5][N:6]2[C@H:11]1[C@@H:15]2[O:16][C:17]([CH3:20])([CH3:19])[O:18][C@@H:14]2[C@@H:13]([CH2:21][N:22]([CH3:27])[CH2:23][CH2:24][CH2:25][NH2:26])[O:12]1.[Cl:28][C:29]1[CH:34]=[CH:33][C:32]([N:35]=[C:36]=[O:37])=[CH:31][C:30]=1[C:38]([F:41])([F:40])[F:39]. Product: [NH2:1][C:2]1[N:10]=[CH:9][N:8]=[C:7]2[C:3]=1[N:4]=[CH:5][N:6]2[C@H:11]1[C@@H:15]2[O:16][C:17]([CH3:19])([CH3:20])[O:18][C@@H:14]2[C@@H:13]([CH2:21][N:22]([CH3:27])[CH2:23][CH2:24][CH2:25][NH:26][C:36]([NH:35][C:32]2[CH:33]=[CH:34][C:29]([Cl:28])=[C:30]([C:38]([F:40])([F:39])[F:41])[CH:31]=2)=[O:37])[O:12]1. The catalyst class is: 2. (2) Reactant: [F:1][CH:2]([F:49])[C:3]1[N:7]([C:8]2[N:13]=[C:12]([N:14]3[CH2:19][CH2:18][O:17][CH2:16][CH2:15]3)[N:11]=[C:10]([N:20]([CH2:34][CH2:35][CH2:36][N:37]3[CH2:42][CH2:41][O:40][CH2:39][CH2:38]3)[CH:21]3[CH2:26][CH2:25][N:24](C(OC(C)(C)C)=O)[CH2:23][CH2:22]3)[N:9]=2)[C:6]2[CH:43]=[CH:44][CH:45]=[C:46]([O:47][CH3:48])[C:5]=2[N:4]=1.C(O)(C(F)(F)F)=O. Product: [F:49][CH:2]([F:1])[C:3]1[N:7]([C:8]2[N:13]=[C:12]([N:14]3[CH2:15][CH2:16][O:17][CH2:18][CH2:19]3)[N:11]=[C:10]([N:20]([CH2:34][CH2:35][CH2:36][N:37]3[CH2:38][CH2:39][O:40][CH2:41][CH2:42]3)[CH:21]3[CH2:22][CH2:23][NH:24][CH2:25][CH2:26]3)[N:9]=2)[C:6]2[CH:43]=[CH:44][CH:45]=[C:46]([O:47][CH3:48])[C:5]=2[N:4]=1. The catalyst class is: 2. (3) Reactant: [Br:1][C:2]1[CH:10]=[C:9]([C:11]([F:14])([F:13])[F:12])[CH:8]=[C:7]2[C:3]=1[CH2:4][CH2:5][NH:6]2.[CH2:15]([N:17]([CH2:20]C)[CH2:18]C)[CH3:16].ClC(O[C:27](=O)[O:28][C:29](Cl)(Cl)Cl)(Cl)Cl.C(=O)([O-])[OH:35].[Na+]. Product: [CH:27]12[CH2:16][CH:15]([N:17]([C:20]([N:6]3[C:7]4[C:3](=[C:2]([Br:1])[CH:10]=[C:9]([C:11]([F:12])([F:13])[F:14])[CH:8]=4)[CH2:4][CH2:5]3)=[O:35])[CH2:18]1)[CH2:29][O:28]2. The catalyst class is: 13. (4) Reactant: [CH3:1][O:2][CH2:3][CH2:4][CH2:5][C:6]1[CH:15]=[C:14]([CH2:16][OH:17])[C:13]2[C:8](=[CH:9][CH:10]=[CH:11][CH:12]=2)[N:7]=1.CC(OI1(OC(C)=O)(OC(C)=O)OC(=O)C2C=CC=CC1=2)=O. Product: [CH3:1][O:2][CH2:3][CH2:4][CH2:5][C:6]1[CH:15]=[C:14]([CH:16]=[O:17])[C:13]2[C:8](=[CH:9][CH:10]=[CH:11][CH:12]=2)[N:7]=1. The catalyst class is: 2.